This data is from Forward reaction prediction with 1.9M reactions from USPTO patents (1976-2016). The task is: Predict the product of the given reaction. (1) Given the reactants CC(C)([O-])C.[K+].Cl[CH2:8][CH2:9][NH:10][C:11]([NH:13][C:14]1[CH:19]=[CH:18][CH:17]=[C:16]([C:20]2[C:29]3[C:24](=[CH:25][C:26]([O:35][CH3:36])=[C:27]4[O:32][C:31]([CH3:34])([CH3:33])[CH2:30][C:28]4=3)[CH2:23][C:22]([CH3:38])([CH3:37])[N:21]=2)[CH:15]=1)=[O:12].O, predict the reaction product. The product is: [CH3:36][O:35][C:26]1[CH:25]=[C:24]2[C:29](=[C:28]3[CH2:30][C:31]([CH3:34])([CH3:33])[O:32][C:27]=13)[C:20]([C:16]1[CH:15]=[C:14]([N:13]3[CH2:8][CH2:9][NH:10][C:11]3=[O:12])[CH:19]=[CH:18][CH:17]=1)=[N:21][C:22]([CH3:38])([CH3:37])[CH2:23]2. (2) Given the reactants [CH2:1]([O:3][C:4](=[O:28])[CH2:5][C@H:6]1[C:14]2[C:9](=[CH:10][C:11]([O:15][CH2:16][CH2:17][CH2:18][NH:19][C:20]3[C:25]([Cl:26])=[CH:24][N:23]=[C:22]([Cl:27])[N:21]=3)=[CH:12][CH:13]=2)[CH2:8][CH2:7]1)[CH3:2].[H-].[Na+].I[CH3:32], predict the reaction product. The product is: [CH2:1]([O:3][C:4](=[O:28])[CH2:5][C@H:6]1[C:14]2[C:9](=[CH:10][C:11]([O:15][CH2:16][CH2:17][CH2:18][N:19]([C:20]3[C:25]([Cl:26])=[CH:24][N:23]=[C:22]([Cl:27])[N:21]=3)[CH3:32])=[CH:12][CH:13]=2)[CH2:8][CH2:7]1)[CH3:2]. (3) Given the reactants C([O:5][C:6]([C:8]([CH2:22][CH2:23][C:24]1[CH:29]=[CH:28][CH:27]=[CH:26][CH:25]=1)([CH2:16][C:17]([O:19][CH2:20][CH3:21])=[O:18])[C:9]([O:11]C(C)(C)C)=[O:10])=[O:7])(C)(C)C.[SiH](CC)(CC)CC.C(O)(C(F)(F)F)=O, predict the reaction product. The product is: [CH2:20]([O:19][C:17]([CH2:16][C:8]([CH2:22][CH2:23][C:24]1[CH:25]=[CH:26][CH:27]=[CH:28][CH:29]=1)([C:9]([OH:11])=[O:10])[C:6]([OH:7])=[O:5])=[O:18])[CH3:21]. (4) Given the reactants Cl.[Cl:2][C:3]1[CH:8]=[CH:7][C:6]([CH:9]2[CH:14]=[CH:13][NH:12][CH2:11][CH2:10]2)=[CH:5][CH:4]=1.C(N(C(C)C)C(C)C)C.[C:24]1([C:30]2([C:43]3[CH:48]=[CH:47][CH:46]=[CH:45][CH:44]=3)[O:34][C:33]3[CH:35]=[CH:36][C:37]([S:39](Cl)(=[O:41])=[O:40])=[CH:38][C:32]=3[O:31]2)[CH:29]=[CH:28][CH:27]=[CH:26][CH:25]=1.Cl, predict the reaction product. The product is: [Cl:2][C:3]1[CH:8]=[CH:7][C:6]([C:9]2[CH2:14][CH2:13][N:12]([S:39]([C:37]3[CH:36]=[CH:35][C:33]4[O:34][C:30]([C:24]5[CH:25]=[CH:26][CH:27]=[CH:28][CH:29]=5)([C:43]5[CH:44]=[CH:45][CH:46]=[CH:47][CH:48]=5)[O:31][C:32]=4[CH:38]=3)(=[O:40])=[O:41])[CH2:11][CH:10]=2)=[CH:5][CH:4]=1. (5) The product is: [CH3:3][NH:4][C:5](=[S:7])[S:6][S:6][C:5](=[S:7])[NH:4][CH3:3]. Given the reactants [OH-].[Na+].[CH3:3][NH2:4].[C:5](=[S:7])=[S:6].OO, predict the reaction product. (6) Given the reactants C([Sn](CCCC)(CCCC)[C:6]1[O:7][CH:8]=[CH:9][CH:10]=1)CCC.[C:19]([O:23][N:24]([C@H:27]([C:35]1[N:36]([CH3:47])[C:37]([C:40]2[CH:45]=[CH:44][C:43](Br)=[CH:42][CH:41]=2)=[CH:38][N:39]=1)[CH2:28][C:29]1[CH:34]=[CH:33][CH:32]=[CH:31][N:30]=1)[CH:25]=[O:26])([CH3:22])([CH3:21])[CH3:20].[Cl-].[Li+], predict the reaction product. The product is: [C:19]([O:23][N:24]([C@H:27]([C:35]1[N:36]([CH3:47])[C:37]([C:40]2[CH:45]=[CH:44][C:43]([C:6]3[O:7][CH:8]=[CH:9][CH:10]=3)=[CH:42][CH:41]=2)=[CH:38][N:39]=1)[CH2:28][C:29]1[CH:34]=[CH:33][CH:32]=[CH:31][N:30]=1)[CH:25]=[O:26])([CH3:21])([CH3:22])[CH3:20].